Predict the reaction yield, written as a fraction of the theoretical maximum amount of product (1.0 means a 100% yield; for example, 0.34 means a 34% yield). From a dataset of Reaction yield outcomes from USPTO patents with 853,638 reactions. (1) The reactants are Cl.[NH2:2][C:3]1[C:4]([CH3:28])=[C:5]2[C:10]([NH:11][C:12]3[CH:17]=[CH:16][C:15]([O:18][C:19]4[CH:24]=[CH:23][CH:22]=[CH:21][CH:20]=4)=[CH:14][CH:13]=3)=[C:9]([C:25]#[N:26])[CH:8]=[N:7][N:6]2[CH:27]=1.[F:29][C:30]1[CH:38]=[CH:37][CH:36]=[CH:35][C:31]=1[C:32](O)=[O:33].C1CN([P+](ON2N=NC3C=CC=CC2=3)(N2CCCC2)N2CCCC2)CC1.F[P-](F)(F)(F)(F)F.CCN(C(C)C)C(C)C. The catalyst is ClCCCl. The product is [C:25]([C:9]1[CH:8]=[N:7][N:6]2[CH:27]=[C:3]([NH:2][C:32](=[O:33])[C:31]3[CH:35]=[CH:36][CH:37]=[CH:38][C:30]=3[F:29])[C:4]([CH3:28])=[C:5]2[C:10]=1[NH:11][C:12]1[CH:13]=[CH:14][C:15]([O:18][C:19]2[CH:24]=[CH:23][CH:22]=[CH:21][CH:20]=2)=[CH:16][CH:17]=1)#[N:26]. The yield is 0.420. (2) The reactants are Cl[C:2]1[C:3]2[S:10][C:9]([C:11]([NH2:13])=[O:12])=[CH:8][C:4]=2[N:5]=[CH:6][N:7]=1.[C:14]([O:18][C:19](=[O:29])[NH:20][CH2:21][CH2:22][CH:23]1[CH2:28][CH2:27][NH:26][CH2:25][CH2:24]1)([CH3:17])([CH3:16])[CH3:15].CCN(C(C)C)C(C)C. The catalyst is CC#N. The product is [C:11]([C:9]1[S:10][C:3]2[C:2]([N:26]3[CH2:27][CH2:28][CH:23]([CH2:22][CH2:21][NH:20][C:19](=[O:29])[O:18][C:14]([CH3:16])([CH3:15])[CH3:17])[CH2:24][CH2:25]3)=[N:7][CH:6]=[N:5][C:4]=2[CH:8]=1)(=[O:12])[NH2:13]. The yield is 0.900. (3) The reactants are [CH:1]([C:4]1[N:5]=[C:6]([C:9]2[CH:18]=[C:17]([O:19][CH2:20][CH2:21][C@@H:22]3[NH:36][C:35](=[O:37])[N:34]([CH3:38])[CH2:33][CH2:32][CH2:31][CH2:30][CH:29]=[CH:28][C@H:27]4[C@@:25]([C:39]([OH:41])=O)([CH2:26]4)[NH:24][C:23]3=[O:42])[C:16]3[C:11](=[C:12]([CH3:45])[C:13]([O:43][CH3:44])=[CH:14][CH:15]=3)[N:10]=2)[S:7][CH:8]=1)([CH3:3])[CH3:2].C1N=CN(C(N2C=NC=C2)=O)C=1.[CH3:58][C:59]1([S:62]([NH-:65])(=[O:64])=[O:63])[CH2:61][CH2:60]1.C1CCN2C(=NCCC2)CC1. The catalyst is C1COCC1. The product is [CH:1]([C:4]1[N:5]=[C:6]([C:9]2[CH:18]=[C:17]([O:19][CH2:20][CH2:21][C@@H:22]3[NH:36][C:35](=[O:37])[N:34]([CH3:38])[CH2:33][CH2:32][CH2:31][CH2:30][CH:29]=[CH:28][C@H:27]4[C@@:25]([C:39]([NH:65][S:62]([C:59]5([CH3:58])[CH2:61][CH2:60]5)(=[O:64])=[O:63])=[O:41])([CH2:26]4)[NH:24][C:23]3=[O:42])[C:16]3[C:11](=[C:12]([CH3:45])[C:13]([O:43][CH3:44])=[CH:14][CH:15]=3)[N:10]=2)[S:7][CH:8]=1)([CH3:3])[CH3:2]. The yield is 0.240. (4) The reactants are [Cl:1][C:2]1[CH:7]=[CH:6][CH:5]=[CH:4][C:3]=1[N:8]1[C:12]([C:13]2[O:14][C:15]([C:18]3[CH:23]=[CH:22][CH:21]=[C:20]([S:24]([CH3:27])(=[O:26])=[O:25])[CH:19]=3)=[N:16][N:17]=2)=[CH:11][C:10]([C:28]([O:30]C)=[O:29])=[N:9]1.[OH-].[Li+]. The catalyst is C1COCC1.O. The product is [Cl:1][C:2]1[CH:7]=[CH:6][CH:5]=[CH:4][C:3]=1[N:8]1[C:12]([C:13]2[O:14][C:15]([C:18]3[CH:23]=[CH:22][CH:21]=[C:20]([S:24]([CH3:27])(=[O:26])=[O:25])[CH:19]=3)=[N:16][N:17]=2)=[CH:11][C:10]([C:28]([OH:30])=[O:29])=[N:9]1. The yield is 0.310. (5) The reactants are [CH3:1][O:2][C:3]1[CH:4]=[C:5]([CH:7]=[C:8]([O:12][CH3:13])[C:9]=1[O:10][CH3:11])N.[N+:14]([C:17]1[CH:22]=[CH:21][CH:20]=[CH:19][C:18]=1[S:23](Cl)(=[O:25])=[O:24])([O-:16])=[O:15].C([N:29](CC)CC)C. The catalyst is ClCCl. The product is [CH3:1][O:2][C:3]1[CH:4]=[C:5]([C:22]2[C:17]([N+:14]([O-:16])=[O:15])=[C:18]([S:23]([NH2:29])(=[O:25])=[O:24])[CH:19]=[CH:20][CH:21]=2)[CH:7]=[C:8]([O:12][CH3:13])[C:9]=1[O:10][CH3:11]. The yield is 0.690. (6) The reactants are [CH3:1][C:2]1([CH3:36])[CH2:11][CH2:10][C:9]([CH3:13])([CH3:12])[C:8]2[CH:7]=[C:6]([Se:14][C:15]#[C:16][C:17]3[CH:26]=[CH:25][C:20]([C:21]([O:23]C)=[O:22])=[CH:19][CH:18]=3)[CH:5]=[C:4]([O:27][CH2:28][C:29]3[CH:34]=[CH:33][C:32]([CH3:35])=[CH:31][CH:30]=3)[C:3]1=2.[OH-].[Na+]. The product is [CH3:1][C:2]1([CH3:36])[CH2:11][CH2:10][C:9]([CH3:12])([CH3:13])[C:8]2[CH:7]=[C:6]([Se:14][C:15]#[C:16][C:17]3[CH:26]=[CH:25][C:20]([C:21]([OH:23])=[O:22])=[CH:19][CH:18]=3)[CH:5]=[C:4]([O:27][CH2:28][C:29]3[CH:34]=[CH:33][C:32]([CH3:35])=[CH:31][CH:30]=3)[C:3]1=2. No catalyst specified. The yield is 0.910. (7) The reactants are [Cl:1][C:2]1[N:7]=[CH:6][C:5]([CH:8]([N:12]2[CH:16]=[C:15]([C:17]3[C:18]4[CH:25]=[CH:24][N:23](COCC[Si](C)(C)C)[C:19]=4[N:20]=[CH:21][N:22]=3)[CH:14]=[N:13]2)[CH2:9][C:10]#[N:11])=[CH:4][CH:3]=1.C(O)(C(F)(F)F)=O.C(Cl)Cl.CO.C(N)CN. No catalyst specified. The product is [Cl:1][C:2]1[N:7]=[CH:6][C:5]([CH:8]([N:12]2[CH:16]=[C:15]([C:17]3[C:18]4[CH:25]=[CH:24][NH:23][C:19]=4[N:20]=[CH:21][N:22]=3)[CH:14]=[N:13]2)[CH2:9][C:10]#[N:11])=[CH:4][CH:3]=1. The yield is 0.690.